From a dataset of Forward reaction prediction with 1.9M reactions from USPTO patents (1976-2016). Predict the product of the given reaction. (1) Given the reactants Br[C:2]1[C:7]([O:8][CH3:9])=[CH:6][C:5]([CH:10]([O:12][CH3:13])[CH3:11])=[CH:4][C:3]=1[O:14][CH3:15].C([Li])CCC.[B:21](OC)([O:24]C)[O:22]C.[Cl-].[NH4+], predict the reaction product. The product is: [CH3:15][O:14][C:3]1[CH:4]=[C:5]([CH:10]([O:12][CH3:13])[CH3:11])[CH:6]=[C:7]([O:8][CH3:9])[C:2]=1[B:21]([OH:24])[OH:22]. (2) Given the reactants [CH3:1][C:2]1[N:3]=[CH:4][C:5]2[C:10]([CH:11]=1)=[C:9]([NH2:12])[CH:8]=[CH:7][CH:6]=2.N1C=CC=CC=1.[C:19]1([O:25]C(Cl)=O)C=CC=CC=1.C(N(CC)CC)C.[CH2:36]([N:43]1[CH2:47][CH2:46][C@@H:45]([NH2:48])[CH2:44]1)[C:37]1[CH:42]=[CH:41][CH:40]=[CH:39][CH:38]=1, predict the reaction product. The product is: [CH2:36]([N:43]1[CH2:47][CH2:46][CH:45]([NH:48][C:19]([NH:12][C:9]2[CH:8]=[CH:7][CH:6]=[C:5]3[C:10]=2[CH:11]=[C:2]([CH3:1])[N:3]=[CH:4]3)=[O:25])[CH2:44]1)[C:37]1[CH:38]=[CH:39][CH:40]=[CH:41][CH:42]=1. (3) Given the reactants [C:1]([C:3]1[S:7][C:6]([NH:8][C:9]2[CH:14]=[CH:13][CH:12]=[C:11]([CH2:15][N:16]3[CH2:21][CH2:20][O:19][CH2:18][CH2:17]3)[N:10]=2)=[C:5]([C:22]([NH2:24])=[O:23])[CH:4]=1)#[CH:2].[CH3:25][Si:26]([CH2:29][N:30]=[N+:31]=[N-:32])([CH3:28])[CH3:27].O=C1O[C@H]([C@H](CO)O)C([O-])=C1O.[Na+], predict the reaction product. The product is: [N:16]1([CH2:15][C:11]2[N:10]=[C:9]([NH:8][C:6]3[S:7][C:3]([C:1]4[N:32]=[N:31][N:30]([CH2:29][Si:26]([CH3:28])([CH3:27])[CH3:25])[CH:2]=4)=[CH:4][C:5]=3[C:22]([NH2:24])=[O:23])[CH:14]=[CH:13][CH:12]=2)[CH2:17][CH2:18][O:19][CH2:20][CH2:21]1. (4) Given the reactants C(O[C:4]([C:6](C)([C:15](=[O:17])[CH3:16])[CH2:7][CH2:8][CH2:9][CH2:10][S:11]([O-:14])(=[O:13])=[O:12])=O)C.[Na+], predict the reaction product. The product is: [CH3:4][CH:6]([C:15](=[O:17])[CH3:16])[CH2:7][CH2:8][CH2:9][CH2:10][S:11]([OH:14])(=[O:12])=[O:13]. (5) Given the reactants [CH2:1]([O:3][C:4]1[CH:29]=[C:28]([F:30])[C:7]([CH2:8][N:9]2[C:17]3[C:12](=[C:13]([CH3:18])[CH:14]=[CH:15][CH:16]=3)[C:11]([C:19]3[N:24]=[C:23]([NH2:25])[C:22]([O:26][CH3:27])=[CH:21][N:20]=3)=[N:10]2)=[C:6]([F:31])[CH:5]=1)[CH3:2].Cl.F[C:34]1[CH:39]=[CH:38][N:37]=[CH:36][CH:35]=1.[H-].[Na+].O, predict the reaction product. The product is: [CH2:1]([O:3][C:4]1[CH:5]=[C:6]([F:31])[C:7]([CH2:8][N:9]2[C:17]3[C:12](=[C:13]([CH3:18])[CH:14]=[CH:15][CH:16]=3)[C:11]([C:19]3[N:24]=[C:23]([NH:25][C:34]4[CH:39]=[CH:38][N:37]=[CH:36][CH:35]=4)[C:22]([O:26][CH3:27])=[CH:21][N:20]=3)=[N:10]2)=[C:28]([F:30])[CH:29]=1)[CH3:2]. (6) Given the reactants [H-].[Na+].[Si:3]([O:10][C@H:11]1[CH2:15][CH2:14][NH:13][C:12]1=[O:16])([C:6]([CH3:9])([CH3:8])[CH3:7])([CH3:5])[CH3:4].CS(O[CH2:22][C:23]1[CH:28]=[CH:27][C:26]([Br:29])=[C:25]([Cl:30])[CH:24]=1)(=O)=O, predict the reaction product. The product is: [Br:29][C:26]1[CH:27]=[CH:28][C:23]([CH2:22][N:13]2[CH2:14][CH2:15][C@H:11]([O:10][Si:3]([C:6]([CH3:9])([CH3:8])[CH3:7])([CH3:5])[CH3:4])[C:12]2=[O:16])=[CH:24][C:25]=1[Cl:30]. (7) The product is: [Cl:41][C:25]1[C:26]([NH:28][C:29]2[CH:34]=[CH:33][CH:32]=[CH:31][C:30]=2[S:35]([CH:38]([CH3:40])[CH3:39])(=[O:37])=[O:36])=[N:27][C:22]([NH:20][C:4]2[CH:5]=[CH:6][C:7]3[CH2:13][CH2:12][CH:11]([N:14]4[CH2:19][CH2:18][O:17][CH2:16][CH2:15]4)[CH2:10][CH2:9][C:8]=3[C:3]=2[O:2][CH3:1])=[N:23][CH:24]=1. Given the reactants [CH3:1][O:2][C:3]1[C:8]2[CH2:9][CH2:10][CH:11]([N:14]3[CH2:19][CH2:18][O:17][CH2:16][CH2:15]3)[CH2:12][CH2:13][C:7]=2[CH:6]=[CH:5][C:4]=1[NH2:20].Cl[C:22]1[N:27]=[C:26]([NH:28][C:29]2[CH:34]=[CH:33][CH:32]=[CH:31][C:30]=2[S:35]([CH:38]([CH3:40])[CH3:39])(=[O:37])=[O:36])[C:25]([Cl:41])=[CH:24][N:23]=1, predict the reaction product. (8) Given the reactants [NH:1]1[CH2:6][CH2:5][CH:4]([CH2:7][NH2:8])[CH2:3][CH2:2]1.C(=O)C1C=CC=CC=1.[CH3:17][C:18]([O:21][C:22](O[C:22]([O:21][C:18]([CH3:20])([CH3:19])[CH3:17])=[O:23])=[O:23])([CH3:20])[CH3:19], predict the reaction product. The product is: [C:18]([O:21][C:22]([N:1]1[CH2:6][CH2:5][CH:4]([CH2:7][NH2:8])[CH2:3][CH2:2]1)=[O:23])([CH3:20])([CH3:19])[CH3:17]. (9) The product is: [OH:22][CH2:21][CH:18]([NH:17][C:15](=[O:16])[O:14][C:11]([CH3:12])([CH3:10])[CH3:13])[C:19]([NH:9][C:5]1[CH:6]=[CH:7][CH:8]=[C:3]([O:2][CH3:1])[CH:4]=1)=[O:20]. Given the reactants [CH3:1][O:2][C:3]1[CH:8]=[CH:7][CH:6]=[C:5]([NH2:9])[CH:4]=1.[CH3:10][C:11]([O:14][C:15]([NH:17][C@@H:18]1[C:21](=[O:22])[O:20][CH2:19]1)=[O:16])([CH3:13])[CH3:12], predict the reaction product. (10) Given the reactants [CH2:1]([NH:8][C:9]1[CH:14]=[CH:13][CH:12]=[CH:11][CH:10]=1)[C:2]1[CH:7]=[CH:6][CH:5]=[CH:4][CH:3]=1.[C:15]([O:23]CC)(=O)[CH2:16][C:17]([O:19][CH2:20][CH3:21])=[O:18].[C:26]1([O:32]C2C=CC=CC=2)C=CC=CC=1, predict the reaction product. The product is: [CH2:1]([N:8]1[C:9]2[CH:14]=[CH:13][CH:12]=[CH:11][C:10]=2[C:20]2[O:19][C:17](=[O:18])[CH:16]=[C:15]([OH:23])[C:21]=2[C:26]1=[O:32])[C:2]1[CH:7]=[CH:6][CH:5]=[CH:4][CH:3]=1.